This data is from Catalyst prediction with 721,799 reactions and 888 catalyst types from USPTO. The task is: Predict which catalyst facilitates the given reaction. (1) Reactant: Br[C:2]1[N:3]=[C:4]([NH:23][CH2:24][CH2:25][CH2:26][OH:27])[C:5]2[N:6]([C:8]([C:11]3[CH:22]=[CH:21][C:14]([C:15]([NH:17][CH:18]4[CH2:20][CH2:19]4)=[O:16])=[CH:13][CH:12]=3)=[CH:9][N:10]=2)[CH:7]=1.O1CCCC1. Product: [CH:18]1([NH:17][C:15](=[O:16])[C:14]2[CH:21]=[CH:22][C:11]([C:8]3[N:6]4[CH:7]=[CH:2][N:3]=[C:4]([NH:23][CH2:24][CH2:25][CH2:26][OH:27])[C:5]4=[N:10][CH:9]=3)=[CH:12][CH:13]=2)[CH2:19][CH2:20]1. The catalyst class is: 29. (2) Reactant: [CH:1]1[C:5]2=[C:6]([OH:15])[C:7]3[CH:14]=[CH:13][C:11](=[O:12])[O:10][C:8]=3[CH:9]=[C:4]2[O:3][CH:2]=1.[Cl:16][CH2:17][CH2:18][CH2:19][CH2:20]I.C(=O)([O-])[O-].[K+].[K+]. Product: [Cl:16][CH2:17][CH2:18][CH2:19][CH2:20][O:15][C:6]1[C:7]2[CH:14]=[CH:13][C:11](=[O:12])[O:10][C:8]=2[CH:9]=[C:4]2[O:3][CH:2]=[CH:1][C:5]=12. The catalyst class is: 21. (3) Reactant: Cl.[NH2:2][C:3]1[S:4][C:5]([Cl:8])=[CH:6][N:7]=1.CCN=C=NCCCN(C)C.Cl.ON1C2C=CC=CC=2N=N1.C(N(CC)CC)C.[OH:38][C:39]12[CH2:48][CH:43]3[CH2:44][CH:45]([CH2:47][C:41]([C:49](O)=[O:50])([CH2:42]3)[CH2:40]1)[CH2:46]2. Product: [Cl:8][C:5]1[S:4]/[C:3](=[N:2]\[C:49]([C:41]23[CH2:42][CH:43]4[CH2:44][CH:45]([CH2:46][C:39]([OH:38])([CH2:48]4)[CH2:40]2)[CH2:47]3)=[O:50])/[NH:7][CH:6]=1. The catalyst class is: 54. (4) Reactant: [F:1][CH2:2][CH:3]([OH:40])[CH2:4][O:5][C@H:6]1[CH2:11][CH2:10][C@H:9]([N:12]2[C:17](=[O:18])[C:16]([CH2:19][C:20]3[CH:25]=[CH:24][C:23]([C:26]4[C:27]([C:32]#[N:33])=[CH:28][CH:29]=[CH:30][CH:31]=4)=[CH:22][CH:21]=3)=[C:15]([CH2:34][CH2:35][CH3:36])[N:14]3[N:37]=[CH:38][N:39]=[C:13]23)[CH2:8][CH2:7]1.[CH3:41]C(OI1(OC(C)=O)(OC(C)=O)OC(=O)C2C=CC=CC1=2)=O.C(=O)([O-])O.[Na+].S([O-])([O-])(=O)=S.[Na+].[Na+]. Product: [F:1][CH2:2][C:3]1([CH2:4][O:5][C@H:6]2[CH2:11][CH2:10][C@H:9]([N:12]3[C:17](=[O:18])[C:16]([CH2:19][C:20]4[CH:25]=[CH:24][C:23]([C:26]5[C:27]([C:32]#[N:33])=[CH:28][CH:29]=[CH:30][CH:31]=5)=[CH:22][CH:21]=4)=[C:15]([CH2:34][CH2:35][CH3:36])[N:14]4[N:37]=[CH:38][N:39]=[C:13]34)[CH2:8][CH2:7]2)[CH2:41][O:40]1. The catalyst class is: 10. (5) Reactant: [F:1][C:2]([F:25])([F:24])[S:3][CH2:4][CH2:5][CH2:6][CH2:7][CH2:8][O:9][C:10]1[CH:15]=[C:14]([S:16][CH2:17][C:18]([F:21])([F:20])[F:19])[C:13]([Cl:22])=[CH:12][C:11]=1[F:23].ClC1C=CC=C(C(OO)=[O:34])C=1.CCCCCC.C(OCC)(=O)C. Product: [F:25][C:2]([F:1])([F:24])[S:3][CH2:4][CH2:5][CH2:6][CH2:7][CH2:8][O:9][C:10]1[CH:15]=[C:14]([S:16]([CH2:17][C:18]([F:21])([F:19])[F:20])=[O:34])[C:13]([Cl:22])=[CH:12][C:11]=1[F:23]. The catalyst class is: 22.